From a dataset of Retrosynthesis with 50K atom-mapped reactions and 10 reaction types from USPTO. Predict the reactants needed to synthesize the given product. Given the product COc1ccccc1N1CCN(CCCCN2C(=O)CNC2=O)CC1, predict the reactants needed to synthesize it. The reactants are: COc1ccccc1N1CCNCC1.O=C1CNC(=O)N1CCCCCl.